From a dataset of Catalyst prediction with 721,799 reactions and 888 catalyst types from USPTO. Predict which catalyst facilitates the given reaction. (1) Reactant: [S:1]1[CH2:7][C:5](=[O:6])[NH:4][C:2]1=[S:3].C([O-])([O-])=O.[K+].[K+].[Br-].[C:15]([C:18]1[CH:23]=[CH:22][CH:21]=[CH:20][CH:19]=1)(=[O:17])[CH3:16]. Product: [CH2:16]([N:4]1[C:5](=[O:6])[CH2:7][S:1][C:2]1=[S:3])[C:15]([C:18]1[CH:23]=[CH:22][CH:21]=[CH:20][CH:19]=1)=[O:17]. The catalyst class is: 21. (2) The catalyst class is: 2. Reactant: [NH2:1][C:2]1[C:7]2=[CH:8][CH:9]=[C:10]([C:11]3(O)[C@H:15]([O:16][CH2:17][C:18]4[CH:23]=[CH:22][CH:21]=[CH:20][CH:19]=4)[C@H:14]([O:24][CH2:25][C:26]4[CH:31]=[CH:30][CH:29]=[CH:28][CH:27]=4)[C@@H:13]([CH2:32][O:33][CH2:34][C:35]4[CH:40]=[CH:39][CH:38]=[CH:37][CH:36]=4)[O:12]3)[N:6]2[N:5]=[CH:4][N:3]=1.FC(F)(F)C(O)=O.[Si](OS(C(F)(F)F)(=O)=O)(C)(C)C.[Si]([C:65]#[N:66])(C)(C)C. Product: [NH2:1][C:2]1[C:7]2=[CH:8][CH:9]=[C:10]([C@@:11]3([C:65]#[N:66])[C@H:15]([O:16][CH2:17][C:18]4[CH:23]=[CH:22][CH:21]=[CH:20][CH:19]=4)[C@H:14]([O:24][CH2:25][C:26]4[CH:27]=[CH:28][CH:29]=[CH:30][CH:31]=4)[C@@H:13]([CH2:32][O:33][CH2:34][C:35]4[CH:40]=[CH:39][CH:38]=[CH:37][CH:36]=4)[O:12]3)[N:6]2[N:5]=[CH:4][N:3]=1. (3) Product: [O:21]=[C:19]1[NH:18][C:17](=[O:22])[CH:16]([CH2:15][C:12]2[CH:11]=[CH:10][C:9]([C:5]3[CH:6]=[CH:7][CH:8]=[C:3]([N:2]([CH3:1])[C:37]([NH:36][C:33]4[CH:32]=[CH:31][C:30]([O:29][CH2:23][CH2:24][CH2:25][CH2:26][CH2:27][CH3:28])=[CH:35][CH:34]=4)=[O:38])[CH:4]=3)=[CH:14][CH:13]=2)[S:20]1. Reactant: [CH3:1][NH:2][C:3]1[CH:4]=[C:5]([C:9]2[CH:14]=[CH:13][C:12]([CH2:15][CH:16]3[S:20][C:19](=[O:21])[NH:18][C:17]3=[O:22])=[CH:11][CH:10]=2)[CH:6]=[CH:7][CH:8]=1.[CH2:23]([O:29][C:30]1[CH:35]=[CH:34][C:33]([N:36]=[C:37]=[O:38])=[CH:32][CH:31]=1)[CH2:24][CH2:25][CH2:26][CH2:27][CH3:28].Cl. The catalyst class is: 4. (4) Reactant: Cl[C:2]1[CH:7]=[C:6]([C:8]([OH:11])([CH3:10])[CH3:9])[CH:5]=[C:4]([C:12]([F:15])([F:14])[F:13])[N:3]=1.[CH3:16][N:17]1CCCC1=O. Product: [OH:11][C:8]([C:6]1[CH:5]=[C:4]([C:12]([F:15])([F:14])[F:13])[N:3]=[C:2]([C:16]#[N:17])[CH:7]=1)([CH3:10])[CH3:9]. The catalyst class is: 267. (5) Reactant: [Cl:1][C:2]1[CH:3]=[CH:4][C:5]([N:17]2[CH:21]=[N:20][CH:19]=[N:18]2)=[C:6]([CH:16]=1)[CH2:7][NH:8][C:9](=[O:15])[C@@H:10]1[CH2:14][CH2:13][CH2:12][NH:11]1.[C:22]([O:26][C:27]([NH:29][C@@H:30]([C:35](O)=[O:36])[CH2:31][CH:32]1[CH2:34][CH2:33]1)=[O:28])([CH3:25])([CH3:24])[CH3:23].C1C=C2N=NN(O)C2=CC=1.O.C(Cl)CCl.C(N(C(C)C)CC)(C)C. Product: [C:22]([O:26][C:27]([NH:29][C@@H:30]([C:35]([N:11]1[CH2:12][CH2:13][CH2:14][C@H:10]1[C:9]([NH:8][CH2:7][C:6]1[CH:16]=[C:2]([Cl:1])[CH:3]=[CH:4][C:5]=1[N:17]1[CH:21]=[N:20][CH:19]=[N:18]1)=[O:15])=[O:36])[CH2:31][CH:32]1[CH2:34][CH2:33]1)=[O:28])([CH3:24])([CH3:25])[CH3:23]. The catalyst class is: 3. (6) Reactant: [CH3:1][C:2]1[CH:7]=[CH:6][C:5]([S:8]([NH:11][C:12]2[C:21]3[C:16](=[CH:17][CH:18]=[CH:19][CH:20]=3)[C:15]([N:22]3[CH2:27][CH2:26][N:25](C(OC(C)(C)C)=O)[CH2:24][CH2:23]3)=[CH:14][CH:13]=2)(=[O:10])=[O:9])=[CH:4][CH:3]=1.[ClH:35]. Product: [ClH:35].[CH3:1][C:2]1[CH:7]=[CH:6][C:5]([S:8]([NH:11][C:12]2[C:21]3[C:16](=[CH:17][CH:18]=[CH:19][CH:20]=3)[C:15]([N:22]3[CH2:27][CH2:26][NH:25][CH2:24][CH2:23]3)=[CH:14][CH:13]=2)(=[O:10])=[O:9])=[CH:4][CH:3]=1. The catalyst class is: 165. (7) Reactant: O=[C:2]([CH3:13])[CH2:3][C:4]([O:6][CH2:7][CH2:8][Si:9]([CH3:12])([CH3:11])[CH3:10])=[O:5].[F:14][C:15]([F:24])([F:23])[C:16]1[CH:17]=[C:18]([CH:20]=[CH:21][CH:22]=1)[NH2:19].C(O)(=O)C. Product: [F:14][C:15]([F:23])([F:24])[C:16]1[CH:17]=[C:18]([NH:19][C:2]([CH3:13])=[CH:3][C:4]([O:6][CH2:7][CH2:8][Si:9]([CH3:12])([CH3:11])[CH3:10])=[O:5])[CH:20]=[CH:21][CH:22]=1. The catalyst class is: 48.